From a dataset of Catalyst prediction with 721,799 reactions and 888 catalyst types from USPTO. Predict which catalyst facilitates the given reaction. (1) Reactant: [C:1]([O:5][C:6](=[O:35])[N:7]([CH2:17][CH:18]([OH:34])[CH:19]([NH:29][C:30](=[O:33])[CH2:31][NH2:32])[CH2:20][C:21]1[CH:26]=[C:25]([OH:27])[CH:24]=[C:23]([F:28])[CH:22]=1)[CH2:8][C:9]1[CH:14]=[CH:13][CH:12]=[C:11]([CH2:15][CH3:16])[CH:10]=1)([CH3:4])([CH3:3])[CH3:2].C(N(CC)CC)C.C1COCC1.[Br:48][CH2:49][CH2:50][CH2:51][CH2:52][C:53](Cl)=[O:54]. Product: [C:1]([O:5][C:6](=[O:35])[N:7]([CH2:17][CH:18]([OH:34])[CH:19]([NH:29][C:30](=[O:33])[CH2:31][NH:32][C:53](=[O:54])[CH2:52][CH2:51][CH2:50][CH2:49][Br:48])[CH2:20][C:21]1[CH:26]=[C:25]([OH:27])[CH:24]=[C:23]([F:28])[CH:22]=1)[CH2:8][C:9]1[CH:14]=[CH:13][CH:12]=[C:11]([CH2:15][CH3:16])[CH:10]=1)([CH3:2])([CH3:3])[CH3:4]. The catalyst class is: 13. (2) Reactant: [CH3:1][O:2][C:3](=[O:12])[C:4]1[CH:9]=[CH:8][C:7](N)=[C:6]([Br:11])[CH:5]=1.Cl.N([O-])=O.[Na+].[I-:18].[K+]. Product: [Br:11][C:6]1[CH:5]=[C:4]([CH:9]=[CH:8][C:7]=1[I:18])[C:3]([O:2][CH3:1])=[O:12]. The catalyst class is: 95. (3) Reactant: [H-].[Na+].[CH3:3][C:4]([O:7][C:8]([NH:10][CH:11]1[CH2:20][C:19]2[N:18]=[CH:17][C:16]([NH:21][C:22]3[C:23]([NH:30][CH2:31][C:32]([O:34]CC)=O)=[N:24][CH:25]=[C:26]([O:28][CH3:29])[CH:27]=3)=[CH:15][C:14]=2[CH2:13][CH2:12]1)=[O:9])([CH3:6])[CH3:5].[Cl-].[NH4+]. Product: [CH3:29][O:28][C:26]1[CH:25]=[N:24][C:23]2[NH:30][CH2:31][C:32](=[O:34])[N:21]([C:16]3[CH:17]=[N:18][C:19]4[CH2:20][CH:11]([NH:10][C:8](=[O:9])[O:7][C:4]([CH3:6])([CH3:3])[CH3:5])[CH2:12][CH2:13][C:14]=4[CH:15]=3)[C:22]=2[CH:27]=1. The catalyst class is: 7. (4) Reactant: [CH3:1][C:2]1([C:9]2[CH:10]=[C:11]([CH:15]=[CH:16][CH:17]=2)[C:12]([OH:14])=O)[CH2:7][O:6][CH2:5][C:4](=[O:8])[NH:3]1.[NH2:18][C:19]1[CH:24]=[CH:23][C:22]([Cl:25])=[CH:21][C:20]=1O.[OH-].[Na+]. Product: [Cl:25][C:22]1[CH:23]=[CH:24][C:19]2[N:18]=[C:12]([C:11]3[CH:10]=[C:9]([C:2]4([CH3:1])[NH:3][C:4](=[O:8])[CH2:5][O:6][CH2:7]4)[CH:17]=[CH:16][CH:15]=3)[O:14][C:20]=2[CH:21]=1. The catalyst class is: 6. (5) Reactant: Cl.O1CCOCC1.[C:8]([C:10]1[CH:11]=[C:12]([CH:24]=[CH:25][C:26]=1[F:27])[C:13]([NH:15][NH:16]C(OC(C)(C)C)=O)=[O:14])#[N:9]. Product: [C:8]([C:10]1[CH:11]=[C:12]([CH:24]=[CH:25][C:26]=1[F:27])[C:13]([NH:15][NH2:16])=[O:14])#[N:9]. The catalyst class is: 5. (6) Reactant: [Cr](Cl)([O-])(=O)=O.[NH+]1C=CC=CC=1.[I:12][C:13]1[CH:20]=[CH:19][CH:18]=[CH:17][C:14]=1[CH2:15][OH:16]. Product: [I:12][C:13]1[CH:20]=[CH:19][CH:18]=[CH:17][C:14]=1[CH:15]=[O:16]. The catalyst class is: 363. (7) The catalyst class is: 109. Reactant: Br[C:2]1[CH:11]=[CH:10][C:9]2[C:4](=[C:5]([F:13])[CH:6]=[C:7]([F:12])[CH:8]=2)[C:3]=1[CH:14]=[O:15].[CH2:16]([Sn](CC)(CC)CC)[CH3:17].O. Product: [CH2:16]([C:2]1[CH:11]=[CH:10][C:9]2[C:4](=[C:5]([F:13])[CH:6]=[C:7]([F:12])[CH:8]=2)[C:3]=1[CH:14]=[O:15])[CH3:17]. (8) Reactant: CN(C(ON1N=NC2C=CC=NC1=2)=[N+](C)C)C.F[P-](F)(F)(F)(F)F.[NH2:25][C:26]([CH3:30])([CH3:29])[CH2:27][OH:28].[CH3:31][O:32][C:33]1[CH:34]=[C:35]2[C:39](=[CH:40][CH:41]=1)[N:38]([CH3:42])[N:37]=[C:36]2[C:43]1[N:44]=[C:45]2[C:51]([C:52](O)=[O:53])=[CH:50][N:49]([CH2:55][O:56][CH2:57][CH2:58][Si:59]([CH3:62])([CH3:61])[CH3:60])[C:46]2=[N:47][CH:48]=1. Product: [OH:28][CH2:27][C:26]([NH:25][C:52]([C:51]1[C:45]2[C:46](=[N:47][CH:48]=[C:43]([C:36]3[C:35]4[C:39](=[CH:40][CH:41]=[C:33]([O:32][CH3:31])[CH:34]=4)[N:38]([CH3:42])[N:37]=3)[N:44]=2)[N:49]([CH2:55][O:56][CH2:57][CH2:58][Si:59]([CH3:60])([CH3:62])[CH3:61])[CH:50]=1)=[O:53])([CH3:30])[CH3:29]. The catalyst class is: 3. (9) Reactant: C(OC1C=CC(C(C2CCN(CC(O)=O)CC2)=O)=CC=1)C.FC1C=CC(C(C2CCN(CC(O)=O)CC2)=O)=CC=1.C1(CO)CCC1.[CH:47]1([CH2:51][O:52][C:53]2[CH:70]=[CH:69][C:56]([C:57]([CH:59]3[CH2:64][CH2:63][N:62]([CH2:65][C:66]([OH:68])=[O:67])[CH2:61][CH2:60]3)=[O:58])=[CH:55][CH:54]=2)[CH2:50][CH2:49][CH2:48]1.[NH2:71][CH2:72][C:73]1[NH:74][C:75](=[O:83])[C:76]2[CH2:82][O:81][CH2:80][CH2:79][C:77]=2[N:78]=1.C(O)(C(F)(F)F)=O. Product: [CH:47]1([CH2:51][O:52][C:53]2[CH:70]=[CH:69][C:56]([C:57]([CH:59]3[CH2:60][CH2:61][N:62]([CH2:65][C:66]([OH:68])=[O:67])[CH2:63][CH2:64]3)=[O:58])=[CH:55][CH:54]=2)[CH2:50][CH2:49][CH2:48]1.[CH:47]1([CH2:51][O:52][C:53]2[CH:70]=[CH:69][C:56]([C:57]([CH:59]3[CH2:64][CH2:63][N:62]([CH2:65][C:66]([NH:71][CH2:72][C:73]4[NH:74][C:75](=[O:83])[C:76]5[CH2:82][O:81][CH2:80][CH2:79][C:77]=5[N:78]=4)=[O:68])[CH2:61][CH2:60]3)=[O:58])=[CH:55][CH:54]=2)[CH2:50][CH2:49][CH2:48]1. The catalyst class is: 47.